From a dataset of CYP3A4 inhibition data for predicting drug metabolism from PubChem BioAssay. Regression/Classification. Given a drug SMILES string, predict its absorption, distribution, metabolism, or excretion properties. Task type varies by dataset: regression for continuous measurements (e.g., permeability, clearance, half-life) or binary classification for categorical outcomes (e.g., BBB penetration, CYP inhibition). Dataset: cyp3a4_veith. (1) The molecule is Cc1ccc(C(=O)NC(=S)Nc2ccccc2C(F)(F)F)cc1C. The result is 0 (non-inhibitor). (2) The drug is CN(C)c1ccc(NC(=O)CN2C(=O)CN=C(c3ccccc3)c3ccccc32)cc1. The result is 1 (inhibitor). (3) The compound is O=C(O)Cc1cc(I)c(Oc2ccc(O)c(I)c2)c(I)c1. The result is 0 (non-inhibitor). (4) The molecule is O=c1c(-c2ccccc2)nc2cnc(N3CCOCC3)nc2n1Cc1ccc(F)cc1. The result is 0 (non-inhibitor). (5) The drug is CCNc1ncc2nc(-c3ccc(F)cc3)c(=O)n(C[C@H]3CCCO3)c2n1. The result is 0 (non-inhibitor). (6) The molecule is C=CC[C@@H]1C=C[C@H](ON=C(C)C)[C@H](CO)O1. The result is 0 (non-inhibitor). (7) The compound is CC(C)CN1CCC2(CC1)CCN(C(=O)c1ccco1)CC2. The result is 0 (non-inhibitor).